This data is from CYP3A4 inhibition data for predicting drug metabolism from PubChem BioAssay. The task is: Regression/Classification. Given a drug SMILES string, predict its absorption, distribution, metabolism, or excretion properties. Task type varies by dataset: regression for continuous measurements (e.g., permeability, clearance, half-life) or binary classification for categorical outcomes (e.g., BBB penetration, CYP inhibition). Dataset: cyp3a4_veith. The drug is c1cncc(CNc2ncncc2-c2cccnc2)c1. The result is 1 (inhibitor).